This data is from Forward reaction prediction with 1.9M reactions from USPTO patents (1976-2016). The task is: Predict the product of the given reaction. (1) Given the reactants [OH:1][CH:2]1[CH2:7][CH2:6][NH:5][CH2:4][CH2:3]1.C([O-])([O-])=O.[K+].[K+].[CH:14]1(Br)[CH2:18][CH2:17][CH2:16][CH2:15]1, predict the reaction product. The product is: [CH:14]1([N:5]2[CH2:6][CH2:7][CH:2]([OH:1])[CH2:3][CH2:4]2)[CH2:18][CH2:17][CH2:16][CH2:15]1. (2) Given the reactants [Br:1][C:2]1[C:3]2[C:4]([S:20][C:21]3[CH:26]=[CH:25][C:24]([Cl:27])=[CH:23][CH:22]=3)=[C:5]3[CH:14]([CH2:15][C:16]([O:18]C)=[O:17])[CH2:13][CH2:12][N:6]3[C:7]=2[CH:8]=[C:9]([F:11])[CH:10]=1.C1COCC1.CO.[Li+].[OH-].CC(O)=O, predict the reaction product. The product is: [Br:1][C:2]1[C:3]2[C:4]([S:20][C:21]3[CH:22]=[CH:23][C:24]([Cl:27])=[CH:25][CH:26]=3)=[C:5]3[CH:14]([CH2:15][C:16]([OH:18])=[O:17])[CH2:13][CH2:12][N:6]3[C:7]=2[CH:8]=[C:9]([F:11])[CH:10]=1. (3) Given the reactants C(N1C2=CC=C3C(N=C(C(C)C)N(C4C=CC(Cl)=CC=4)C3=O)=C2CCC1)(=O)C.[C:29]([N:32]1[C:37]2=[CH:38][CH:39]=[C:40]3[C:45]([N:44]=[C:43]([CH:46]([CH3:48])[CH3:47])[N:42]([C:49]4[CH:54]=[CH:53][C:52]([Cl:55])=[CH:51][CH:50]=4)[C:41]3=[O:56])=[C:36]2[CH:35]=[C:34]([CH3:57])[CH2:33]1)(=[O:31])[CH3:30], predict the reaction product. The product is: [C:29]([N:32]1[C:37]2=[CH:38][CH:39]=[C:40]3[C:45]([N:44]=[C:43]([CH:46]([CH3:48])[CH3:47])[N:42]([C:49]4[CH:50]=[CH:51][C:52]([Cl:55])=[CH:53][CH:54]=4)[C:41]3=[O:56])=[C:36]2[CH2:35][CH:34]([CH3:57])[CH2:33]1)(=[O:31])[CH3:30]. (4) Given the reactants [F:1][CH:2]([F:32])[C:3]1[N:7]([C:8]2[N:13]=[C:12]([N:14]3[CH2:19][CH2:18][O:17][CH2:16][CH2:15]3)[N:11]=[C:10]([NH:20][C@H:21]3[CH2:26][CH2:25][C@H:24]([NH2:27])[CH2:23][CH2:22]3)[CH:9]=2)[C:6]2[CH:28]=[CH:29][CH:30]=[CH:31][C:5]=2[N:4]=1.N1C=CC=CC=1.Cl[CH2:40][CH2:41][CH2:42][S:43](Cl)(=[O:45])=[O:44], predict the reaction product. The product is: [F:32][CH:2]([F:1])[C:3]1[N:7]([C:8]2[N:13]=[C:12]([N:14]3[CH2:15][CH2:16][O:17][CH2:18][CH2:19]3)[N:11]=[C:10]([NH:20][C@H:21]3[CH2:22][CH2:23][C@H:24]([N:27]4[CH2:40][CH2:41][CH2:42][S:43]4(=[O:45])=[O:44])[CH2:25][CH2:26]3)[CH:9]=2)[C:6]2[CH:28]=[CH:29][CH:30]=[CH:31][C:5]=2[N:4]=1. (5) The product is: [NH2:11][C:9]1[N:8]=[CH:7][N:6]=[C:5]2[N:4]([C@H:12]3[CH2:17][CH2:16][C@H:15]([N:18]4[CH2:23][CH2:22][N:21]([CH3:24])[CH2:20][CH2:19]4)[CH2:14][CH2:13]3)[N:3]=[C:2]([C:31]3[CH:30]=[CH:29][C:28]([NH:42][C:43](=[O:49])[O:44][C:45]([CH3:46])([CH3:47])[CH3:48])=[C:27]([O:26][CH3:25])[CH:32]=3)[C:10]=12. Given the reactants I[C:2]1[C:10]2[C:5](=[N:6][CH:7]=[N:8][C:9]=2[NH2:11])[N:4]([C@H:12]2[CH2:17][CH2:16][C@H:15]([N:18]3[CH2:23][CH2:22][N:21]([CH3:24])[CH2:20][CH2:19]3)[CH2:14][CH2:13]2)[N:3]=1.[CH3:25][O:26][C:27]1[CH:32]=[C:31](B2OC(C)(C)C(C)(C)O2)[CH:30]=[CH:29][C:28]=1[NH:42][C:43](=[O:49])[O:44][C:45]([CH3:48])([CH3:47])[CH3:46].C(=O)([O-])[O-].[Na+].[Na+].COCCOC, predict the reaction product. (6) Given the reactants [Cl:1][C:2]1[CH:18]=[CH:17][C:5]2[CH2:6][CH2:7][N:8]([C:11](=[O:16])[C:12]([F:15])([F:14])[F:13])[CH2:9][CH2:10][C:4]=2[C:3]=1OS(C(F)(F)F)(=O)=O.C1(P(C2C=CC=CC=2)C2C=CC=CC=2)C=CC=CC=1.[CH2:46]([NH:49][C:50]([CH:52]1[CH2:56][CH2:55][CH2:54][CH2:53]1)=[O:51])[C:47]#[CH:48], predict the reaction product. The product is: [Cl:1][C:2]1[CH:18]=[CH:17][C:5]2[CH2:6][CH2:7][N:8]([C:11](=[O:16])[C:12]([F:15])([F:14])[F:13])[CH2:9][CH2:10][C:4]=2[C:3]=1[C:48]#[C:47][CH2:46][NH:49][C:50]([CH:52]1[CH2:56][CH2:55][CH2:54][CH2:53]1)=[O:51].